From a dataset of HIV replication inhibition screening data with 41,000+ compounds from the AIDS Antiviral Screen. Binary Classification. Given a drug SMILES string, predict its activity (active/inactive) in a high-throughput screening assay against a specified biological target. (1) The compound is CCOC(=O)C1=C(O)C2C3CC4C2C(O)=C(C(=O)OCC)C2C1C3C42. The result is 0 (inactive). (2) The drug is CC(=[N+]1N=C(c2ccncc2)[OH+][Ni-2]12[OH+]C(c1ccncc1)=N[N+]2=C(C)C(F)(F)F)C(F)(F)F. The result is 0 (inactive). (3) The drug is O=C(C=Cc1ccccc1)c1cc2c(cc1O)OCO2. The result is 0 (inactive). (4) The drug is Br.CN1C(C)(C)C(Br)C(=O)C(Br)C1(C)C. The result is 0 (inactive). (5) The molecule is Cn1c(=O)c2c(no[n+]2[O-])c2ccccc21. The result is 0 (inactive). (6) The drug is Clc1cccc(C2SCc3nc4ccccc4n32)c1. The result is 0 (inactive).